This data is from Forward reaction prediction with 1.9M reactions from USPTO patents (1976-2016). The task is: Predict the product of the given reaction. (1) Given the reactants C[O:2][C:3](=[O:30])[CH2:4][CH2:5][CH2:6][CH2:7][CH2:8][NH:9][C:10](=[O:29])[C:11]1[CH:16]=[CH:15][C:14]([CH:17]=[C:18]2[C:26]3[C:21](=[CH:22][CH:23]=[C:24]([F:27])[CH:25]=3)[NH:20][C:19]2=[O:28])=[CH:13][CH:12]=1.CO.[Li+].[OH-].Cl, predict the reaction product. The product is: [F:27][C:24]1[CH:25]=[C:26]2[C:21](=[CH:22][CH:23]=1)[NH:20][C:19](=[O:28])[C:18]2=[CH:17][C:14]1[CH:15]=[CH:16][C:11]([C:10]([NH:9][CH2:8][CH2:7][CH2:6][CH2:5][CH2:4][C:3]([OH:30])=[O:2])=[O:29])=[CH:12][CH:13]=1. (2) Given the reactants [Cl:1][C:2]1[N:7]=[C:6]([O:8][C:9]2[CH:10]=[C:11]([CH:14]=[C:15]([CH3:17])[CH:16]=2)[CH:12]=O)[C:5]([CH:18]([CH3:20])[CH3:19])=[C:4]([Cl:21])[N:3]=1.Cl.[OH:23][NH2:24].C(N(CC)CC)C, predict the reaction product. The product is: [Cl:1][C:2]1[N:7]=[C:6]([O:8][C:9]2[CH:10]=[C:11]([CH:14]=[C:15]([CH3:17])[CH:16]=2)[CH:12]=[N:24][OH:23])[C:5]([CH:18]([CH3:20])[CH3:19])=[C:4]([Cl:21])[N:3]=1. (3) The product is: [F:15][C:16]1[CH:21]=[C:20]([C:2]2[CH:7]=[CH:6][N:5]=[C:4]([NH:8][C:9]3[N:10]([CH3:14])[N:11]=[CH:12][CH:13]=3)[CH:3]=2)[CH:19]=[C:18]([F:31])[N:17]=1. Given the reactants Br[C:2]1[CH:7]=[CH:6][N:5]=[C:4]([NH:8][C:9]2[N:10]([CH3:14])[N:11]=[CH:12][CH:13]=2)[CH:3]=1.[F:15][C:16]1[CH:21]=[C:20](B2OC(C)(C)C(C)(C)O2)[CH:19]=[C:18]([F:31])[N:17]=1.C(=O)([O-])[O-].[Cs+].[Cs+], predict the reaction product. (4) Given the reactants [CH2:1]([O:8][C:9]1[C:16]([CH:17]([CH3:19])[CH3:18])=[CH:15][CH:14]=[CH:13][C:10]=1[CH:11]=O)[C:2]1[CH:7]=[CH:6][CH:5]=[CH:4][CH:3]=1.[CH3:20][S:21][CH2:22][S:23]([CH3:25])=[O:24].O1CCCC1.[OH-].C([N+](C)(C)C)C1C=CC=CC=1, predict the reaction product. The product is: [CH3:25][S:23]([C:22]([S:21][CH3:20])=[CH:11][C:10]1[CH:13]=[CH:14][CH:15]=[C:16]([CH:17]([CH3:19])[CH3:18])[C:9]=1[O:8][CH2:1][C:2]1[CH:7]=[CH:6][CH:5]=[CH:4][CH:3]=1)=[O:24]. (5) Given the reactants [F:1][C:2]1[CH:7]=[CH:6][C:5]([CH:8]2[O:13][CH2:12][CH2:11][NH:10][CH2:9]2)=[CH:4][CH:3]=1.Cl[C:15]1[C:24]2[C:19](=[CH:20][C:21]([O:27][CH3:28])=[C:22]([O:25][CH3:26])[CH:23]=2)[N:18]=[CH:17][N:16]=1, predict the reaction product. The product is: [CH3:26][O:25][C:22]1[CH:23]=[C:24]2[C:19](=[CH:20][C:21]=1[O:27][CH3:28])[N:18]=[CH:17][N:16]=[C:15]2[N:10]1[CH2:11][CH2:12][O:13][CH:8]([C:5]2[CH:4]=[CH:3][C:2]([F:1])=[CH:7][CH:6]=2)[CH2:9]1. (6) Given the reactants C[O:2][C:3](=[O:16])[CH:4](Br)[C:5]1[CH:10]=[CH:9][C:8]([C:11]([F:14])([F:13])[F:12])=[CH:7][CH:6]=1.[CH:17]1([SH:22])[CH2:21][CH2:20][CH2:19][CH2:18]1.[NH2:23][C:24]1[S:25][CH:26]=[CH:27][N:28]=1, predict the reaction product. The product is: [CH:17]1([S:22][CH:4]([C:5]2[CH:10]=[CH:9][C:8]([C:11]([F:14])([F:13])[F:12])=[CH:7][CH:6]=2)[C:3]([OH:2])=[O:16])[CH2:21][CH2:20][CH2:19][CH2:18]1.[CH:17]1([S:22][CH:4]([C:5]2[CH:6]=[CH:7][C:8]([C:11]([F:12])([F:13])[F:14])=[CH:9][CH:10]=2)[C:3]([NH:23][C:24]2[S:25][CH:26]=[CH:27][N:28]=2)=[O:16])[CH2:21][CH2:20][CH2:19][CH2:18]1.